This data is from Catalyst prediction with 721,799 reactions and 888 catalyst types from USPTO. The task is: Predict which catalyst facilitates the given reaction. (1) Reactant: [CH2:1]([O:8][CH:9]1[CH:14]([O:15]C(=O)C)[CH:13]([O:19][CH2:20][C:21]2[CH:26]=[CH:25][CH:24]=[CH:23][CH:22]=2)[CH:12]([O:27][CH2:28][C:29]2[CH:34]=[CH:33][CH:32]=[CH:31][CH:30]=2)[CH:11]([CH2:35][O:36][CH2:37][C:38]2[CH:43]=[CH:42][CH:41]=[CH:40][CH:39]=2)[O:10]1)[C:2]1[CH:7]=[CH:6][CH:5]=[CH:4][CH:3]=1.C([O-])([O-])=O.[K+].[K+].C(OCC)(=O)C. Product: [CH2:1]([O:8][CH:9]1[CH:14]([OH:15])[CH:13]([O:19][CH2:20][C:21]2[CH:26]=[CH:25][CH:24]=[CH:23][CH:22]=2)[CH:12]([O:27][CH2:28][C:29]2[CH:30]=[CH:31][CH:32]=[CH:33][CH:34]=2)[CH:11]([CH2:35][O:36][CH2:37][C:38]2[CH:39]=[CH:40][CH:41]=[CH:42][CH:43]=2)[O:10]1)[C:2]1[CH:3]=[CH:4][CH:5]=[CH:6][CH:7]=1. The catalyst class is: 430. (2) Reactant: [OH-].[Na+].[CH2:3]([O:14][C:15]1[CH:16]=[C:17]([CH:22]=[CH:23][CH:24]=1)[C:18]([O:20]C)=[O:19])[CH2:4][CH2:5][C:6]#[C:7][CH2:8][CH2:9][CH2:10][CH2:11][CH2:12][CH3:13]. Product: [CH2:3]([O:14][C:15]1[CH:16]=[C:17]([CH:22]=[CH:23][CH:24]=1)[C:18]([OH:20])=[O:19])[CH2:4][CH2:5][C:6]#[C:7][CH2:8][CH2:9][CH2:10][CH2:11][CH2:12][CH3:13]. The catalyst class is: 5. (3) Reactant: C([O:3][C:4](=[O:37])[CH2:5][N:6]1[C:14]2[C:9](=[CH:10][C:11]([O:15][CH2:16][C:17]3[C:18]([CH2:33][CH2:34][O:35][CH3:36])=[N:19][C:20]([C:23]4[CH:28]=[CH:27][C:26]([C:29]([F:32])([F:31])[F:30])=[CH:25][CH:24]=4)=[N:21][CH:22]=3)=[CH:12][CH:13]=2)[CH:8]=[CH:7]1)C.[OH-].[Li+]. Product: [CH3:36][O:35][CH2:34][CH2:33][C:18]1[C:17]([CH2:16][O:15][C:11]2[CH:10]=[C:9]3[C:14](=[CH:13][CH:12]=2)[N:6]([CH2:5][C:4]([OH:37])=[O:3])[CH:7]=[CH:8]3)=[CH:22][N:21]=[C:20]([C:23]2[CH:24]=[CH:25][C:26]([C:29]([F:32])([F:30])[F:31])=[CH:27][CH:28]=2)[N:19]=1. The catalyst class is: 1.